Dataset: Full USPTO retrosynthesis dataset with 1.9M reactions from patents (1976-2016). Task: Predict the reactants needed to synthesize the given product. (1) Given the product [Cl:14][C:15]1[CH:16]=[C:17]([CH:18]=[CH:19][C:20]=1[Cl:21])[O:22][C:2]1[N:6]([CH3:7])[N:5]=[C:4]([C:8]([F:11])([F:10])[F:9])[C:3]=1[C:12]([OH:13])=[O:24], predict the reactants needed to synthesize it. The reactants are: Cl[C:2]1[N:6]([CH3:7])[N:5]=[C:4]([C:8]([F:11])([F:10])[F:9])[C:3]=1[CH:12]=[O:13].[Cl:14][C:15]1[CH:16]=[C:17]([OH:22])[CH:18]=[CH:19][C:20]=1[Cl:21].C(=O)([O-])[O-:24].[K+].[K+]. (2) The reactants are: [C:1]([C:4]1[CH:25]=[CH:24][C:7]2[N:8]([C:11]3[CH:16]=[CH:15][CH:14]=[C:13]([C:17]4[CH2:22][N:21]([CH3:23])[CH2:20][CH2:19][CH:18]=4)[CH:12]=3)[CH:9]=[N:10][C:6]=2[CH:5]=1)(=O)[CH3:2].Cl.[CH2:27]([O:29][NH2:30])[CH3:28]. Given the product [CH2:27]([O:29][N:30]=[C:1]([C:4]1[CH:25]=[CH:24][C:7]2[N:8]([C:11]3[CH:16]=[CH:15][CH:14]=[C:13]([C:17]4[CH2:22][N:21]([CH3:23])[CH2:20][CH2:19][CH:18]=4)[CH:12]=3)[CH:9]=[N:10][C:6]=2[CH:5]=1)[CH3:2])[CH3:28], predict the reactants needed to synthesize it.